Dataset: Full USPTO retrosynthesis dataset with 1.9M reactions from patents (1976-2016). Task: Predict the reactants needed to synthesize the given product. (1) Given the product [F:1][C:2]1[CH:3]=[C:4]([C:21]2[CH:22]=[N:23][N:24]3[CH:29]=[CH:28][C:27]([N:30]4[CH:34]([C:35]5[CH:40]=[CH:39][CH:38]=[CH:37][C:36]=5[N:41]5[CH2:42][CH2:43][NH:44][CH2:45][CH2:46]5)[CH2:33][O:32][C:31]4=[O:54])=[N:26][C:25]=23)[CH:5]=[CH:6][C:7]=1[C:8]1[N:12]=[CH:11][NH:10][N:9]=1, predict the reactants needed to synthesize it. The reactants are: [F:1][C:2]1[CH:3]=[C:4]([C:21]2[CH:22]=[N:23][N:24]3[CH:29]=[CH:28][C:27]([N:30]4[CH:34]([C:35]5[CH:40]=[CH:39][CH:38]=[CH:37][C:36]=5[N:41]5[CH2:46][CH2:45][N:44](C(OC(C)(C)C)=O)[CH2:43][CH2:42]5)[CH2:33][O:32][C:31]4=[O:54])=[N:26][C:25]=23)[CH:5]=[CH:6][C:7]=1[C:8]1[N:12]=[CH:11][N:10](COCC[Si](C)(C)C)[N:9]=1.FC1C=C(C2C=NN3C=CC(N4C(C5C=CC=CC=5N5CCN(C(OC(C)(C)C)=O)CC5)COC4=O)=NC=23)C=CC=1C1N(COCC[Si](C)(C)C)N=CN=1. (2) Given the product [CH3:1][C:2]1[CH:7]=[C:6]([CH3:8])[N:5]=[C:4]([N:9]2[CH2:16][CH:15]3[CH2:14][N:13]([C:26]([C:25]4[CH:29]=[CH:30][CH:31]=[CH:32][C:24]=4[O:23][C:22]([F:21])([F:33])[F:34])=[O:27])[CH2:12][CH:11]3[CH2:10]2)[N:3]=1, predict the reactants needed to synthesize it. The reactants are: [CH3:1][C:2]1[CH:7]=[C:6]([CH3:8])[N:5]=[C:4]([N:9]2[CH2:16][CH:15]3[CH:11]([CH2:12][NH:13][CH2:14]3)[CH2:10]2)[N:3]=1.CC(O)=O.[F:21][C:22]([F:34])([F:33])[O:23][C:24]1[CH:32]=[CH:31][CH:30]=[CH:29][C:25]=1[C:26](O)=[O:27]. (3) Given the product [Br:19][C:20]1[CH:25]=[CH:24][C:23]([C:26]2[O:38][C:29](/[CH:31]=[C:3]3/[NH:4][C:5](=[S:18])[N:6]([CH:7]([CH2:11][C:12]4[CH:17]=[CH:16][CH:15]=[CH:14][CH:13]=4)[C:8]([OH:10])=[O:9])[C:2]/3=[O:1])=[CH:28][CH:27]=2)=[CH:22][C:21]=1[Cl:33], predict the reactants needed to synthesize it. The reactants are: [O:1]=[C:2]1[N:6]([CH:7]([CH2:11][C:12]2[CH:17]=[CH:16][CH:15]=[CH:14][CH:13]=2)[C:8]([OH:10])=[O:9])[C:5](=[S:18])[NH:4][CH2:3]1.[Br:19][C:20]1[CH:25]=[CH:24][C:23]([C:26]2S[C:29]([CH:31]=O)=[CH:28][CH:27]=2)=[CH:22][C:21]=1[Cl:33].NCCC(O)=[O:38].CO.C(Cl)Cl. (4) Given the product [Br:14][C:7]1[C:2]([Cl:1])=[C:3]2[C:10]([N+:11]([O-:13])=[O:12])=[CH:9][NH:8][C:4]2=[N:5][CH:6]=1, predict the reactants needed to synthesize it. The reactants are: [Cl:1][C:2]1[CH:7]=[CH:6][N:5]=[C:4]2[NH:8][CH:9]=[C:10]([N+:11]([O-:13])=[O:12])[C:3]=12.[Br:14]N1C(=O)CCC1=O.O. (5) The reactants are: [CH3:1][N:2]1[CH2:8][CH2:7][CH2:6][C:5]2[CH:9]=[CH:10][C:11]([NH:13]C(=O)OCC3C=CC=CC=3)=[CH:12][C:4]=2[CH2:3]1. Given the product [CH3:1][N:2]1[CH2:8][CH2:7][CH2:6][C:5]2[CH:9]=[CH:10][C:11]([NH2:13])=[CH:12][C:4]=2[CH2:3]1, predict the reactants needed to synthesize it. (6) Given the product [C:1]([O:5][C:6](=[O:21])[C@@H:7]([N:10]1[C:11](=[O:20])[C:12]2[C:13](=[CH:14][CH:15]=[C:16]([Cl:18])[CH:17]=2)[N:19]=[CH:22]1)[CH2:8][CH3:9])([CH3:2])([CH3:3])[CH3:4], predict the reactants needed to synthesize it. The reactants are: [C:1]([O:5][C:6](=[O:21])[CH:7]([NH:10][C:11](=[O:20])[C:12]1[CH:17]=[C:16]([Cl:18])[CH:15]=[CH:14][C:13]=1[NH2:19])[CH2:8][CH3:9])([CH3:4])([CH3:3])[CH3:2].[C:22](O)(=O)C. (7) Given the product [F:3][C:4]1[CH:9]=[CH:8][CH:7]=[C:6]([S:10]([CH:11]([CH3:13])[CH3:12])(=[O:19])=[O:21])[C:5]=1[N+:14]([O-:16])=[O:15], predict the reactants needed to synthesize it. The reactants are: OO.[F:3][C:4]1[CH:9]=[CH:8][CH:7]=[C:6]([S:10][CH:11]([CH3:13])[CH3:12])[C:5]=1[N+:14]([O-:16])=[O:15].C(O)(=[O:19])C.[OH2:21]. (8) Given the product [CH2:34]([C:37]1[CH:38]=[C:39]([C:43]2[CH:44]=[CH:45][C:46]([CH2:49][OH:50])=[CH:47][CH:48]=2)[CH:40]=[CH:41][CH:42]=1)[CH2:35][CH3:36], predict the reactants needed to synthesize it. The reactants are: C(OC(N(CC(OC(C)(C)C)=O)C1C=CC=C(CNS(C2C=CC=CN=2)(=O)=O)N=1)=O)(C)(C)C.[CH:34]([C:37]1[CH:38]=[C:39]([C:43]2[CH:48]=[CH:47][C:46]([CH2:49][OH:50])=[CH:45][CH:44]=2)[CH:40]=[CH:41][CH:42]=1)=[CH:35][CH3:36]. (9) Given the product [Br:1][C:2]1[CH:10]=[CH:9][CH:8]=[C:7]2[C:3]=1[CH:4]=[C:5]([C:11]([O:13][CH2:14][CH3:15])=[O:12])[N:6]2[CH2:17][CH2:18][CH2:19][O:20][C:21]1[C:30]2[C:25](=[CH:26][CH:27]=[CH:28][CH:29]=2)[CH:24]=[CH:23][CH:22]=1, predict the reactants needed to synthesize it. The reactants are: [Br:1][C:2]1[CH:10]=[CH:9][CH:8]=[C:7]2[C:3]=1[CH:4]=[C:5]([C:11]([O:13][CH2:14][CH3:15])=[O:12])[NH:6]2.Br[CH2:17][CH2:18][CH2:19][O:20][C:21]1[C:30]2[C:25](=[CH:26][CH:27]=[CH:28][CH:29]=2)[CH:24]=[CH:23][CH:22]=1.C([O-])([O-])=O.[Cs+].[Cs+]. (10) Given the product [Cl:1][C:2]1[CH:7]=[C:6]([CH:8]2[CH2:13][CH2:12][N:11]([CH:37]3[CH2:38][O:35][CH2:36]3)[CH2:10][CH2:9]2)[CH:5]=[C:4]([N:21]2[CH2:25][CH2:24][C:23]([F:26])([F:27])[CH2:22]2)[N:3]=1, predict the reactants needed to synthesize it. The reactants are: [Cl:1][C:2]1[CH:7]=[C:6]([CH:8]2[CH2:13][CH2:12][N:11](C(OC(C)(C)C)=O)[CH2:10][CH2:9]2)[CH:5]=[C:4]([N:21]2[CH2:25][CH2:24][C:23]([F:27])([F:26])[CH2:22]2)[N:3]=1.FC(F)(F)C(O)=O.[O:35]1[CH2:38][C:37](=O)[CH2:36]1.[Na].